Binary Classification. Given a miRNA mature sequence and a target amino acid sequence, predict their likelihood of interaction. From a dataset of Experimentally validated miRNA-target interactions with 360,000+ pairs, plus equal number of negative samples. (1) The miRNA is hsa-miR-1304-3p with sequence UCUCACUGUAGCCUCGAACCCC. The protein sequence of the target gene is MAAIYLSRGFFSREPICPFEEKTKVERMVEDYLASGYQDSVTFDDVAVDFTPEEWALLDTTEKYLYRDVMLENYMNLASVEWEIQPRTKRSSLQQGFLKNQIFSGIQMTRGYSGWKLCDCKNCGEVFREQFCLKTHMRVQNGGNTSEGNCYGKDTLSVHKEASTGQELSKFNPCGKVFTLTPGLAVHLEVLNARQPYKCKECGKGFKYFASLDNHMGIHTDEKLCEFQEYGRAVTASSHLKQCVAVHTGKKSKKTKKCGKSFTNFSQLYAPVKTHKGEKSFECKECGRSFRNSSCLNDHI.... Result: 1 (interaction). (2) The miRNA is hsa-miR-6881-3p with sequence AUCCUCUUUCGUCCUUCCCACU. The protein sequence of the target gene is MRAQEDLEGRTQHETTRDPSTPLPTEPKFDMLYKIEDVPPWYLCILLGFQHYLTCFSGTIAVPFLLAEALCVGHDQHMVSQLIGTIFTCVGITTLIQTTVGIRLPLFQASAFAFLVPAKAILALERWKCPPEEEIYGNWSLPLNTSHIWHPRIREVQGAIMVSSVVEVVIGLLGLPGALLNYIGPLTVTPTVSLIGLSVFQAAGDRAGSHWGISACSILLIILFSQYLRNLTFLLPVYRWGKGLTLLRIQIFKMFPIMLAIMTVWLLCYVLTLTDVLPTDPKAYGFQARTDARGDIMAIA.... Result: 1 (interaction). (3) The miRNA is hsa-miR-495-3p with sequence AAACAAACAUGGUGCACUUCUU. The protein sequence of the target gene is MASRWLALLWAPVFLCVALILETASGTGDPSTKAHGHIQFSAGSVNQTAMADCRAVCGLNTSDRCDFVRRNPDCRSEAGYLDYLEGIFCYFPPNLLPLAITLYVFWLLYLFLILGVTAAKFFCPNLSAISTNLKLSHNVAGVTFLAFGNGAPDIFSALVAFSDPRTAGLAIGALFGAGVLVTTVVAGGITILHPFMAASRPFLRDIAFYMVAVFLTFTALYLGRITLTWALGYLGLYVFYVVTVIICTWVYQRQRSRSLVHSISETPELLSESEEDQMSSNTNSYDYGDEYRPLLLGRET.... Result: 0 (no interaction). (4) The miRNA is hsa-miR-6165 with sequence CAGCAGGAGGUGAGGGGAG. The protein sequence of the target gene is MEQWRQCGRWLIDCKVLPPNHRVVWPSAVVFDLAQALRDGVLLCQLLHNLSPGSIDLKDINFRPQMSQFLCLKNIRTFLKVCHDKFGLRNSELFDPFDLFDVRDFGKVISAVSRLSLHSIAQNKGIRPFPSEETTENDDDVYRSLEELADEHDLGEDIYDCVPCEDGGDDIYEDIIKVEVQQPMIRYMQKMGMTEDDKRNCCLLEIQETEAKYYRTLEDIEKNYMSPLRLVLSPADMAAVFINLEDLIKVHHSFLRAIDVSVMVGGSTLAKVFLDFKERLLIYGEYCSHMEHAQNTLNQL.... Result: 1 (interaction). (5) The miRNA is mmu-miR-1946a with sequence AGCCGGGCAGUGGUGGCACACACUUUU. The protein sequence of the target gene is MALIRDRKSHHSEMSKCHNYDLKPAKWDTSQEQQKQRLALTTSQPGENGIIRGRYPIEKLKISPMFVVRVLAIALAIRFTLNTLMWLAIFKETFQPVLCNKEVPVSSREGYCGPCPNNWICHRNNCYQFFNEEKTWNQSQASCLSQNSSLLKIYSKEEQDFLKLVKSYHWMGLVQIPANGSWQWEDGSSLSYNQLTLVEIPKGSCAVYGSSFKAYTEDCANLNTYICMKRAV. Result: 0 (no interaction). (6) The miRNA is mmu-miR-3962 with sequence AGGUAGUAGUUUGUACAUUU. The protein sequence of the target gene is MDLNSASTVVLQVLTQATSQDTAVLKPAEEQLKQWETQPGFYSVLLNIFTNHTLDINVRWLAVLYFKHGIDRYWRRVAPHALSEEEKTTLRAGLITNFNEPINQIATQIAVLIAKVARLDCPRQWPELIPTLIESVKVQDDLRQHRALLTFYHVTKTLASKRLAADRKLFYDLASGIYNFACSLWNHHTDTFLQEVSSGNEAAILSSLERTLLSLKVLRKLTVNGFVEPHKNMEVMGFLHGIFERLKQFLECSRSIGTDNVCRDRLEKTIILFTKVLLDFLDQHPFSFTPLIQRSLEFSV.... Result: 0 (no interaction).